Dataset: Full USPTO retrosynthesis dataset with 1.9M reactions from patents (1976-2016). Task: Predict the reactants needed to synthesize the given product. (1) The reactants are: [F:1][C:2]([C:6]1[CH:11]=[CH:10][C:9]([CH3:12])=[CH:8][N:7]=1)([F:5])[CH2:3]I.[N-:13]=[N+:14]=[N-:15].[Na+]. Given the product [N:13]([CH2:3][C:2]([C:6]1[CH:11]=[CH:10][C:9]([CH3:12])=[CH:8][N:7]=1)([F:5])[F:1])=[N+:14]=[N-:15], predict the reactants needed to synthesize it. (2) Given the product [CH:26]1([C@@H:25]([NH:24][C:22]([C:61]2[C:59]3[C:58](=[N:57][CH:56]=[C:55]([C:53]4[CH:52]=[N:51][N:50]([CH2:48][CH3:49])[CH:54]=4)[N:60]=3)[NH:63][CH:62]=2)=[O:23])[C:29]([N:6]2[CH2:5][CH2:4][C:3]([OH:9])([C:2]([F:1])([F:10])[F:11])[CH2:8][CH2:7]2)=[O:31])[CH2:27][CH2:28]1, predict the reactants needed to synthesize it. The reactants are: [F:1][C:2]([F:11])([F:10])[C:3]1([OH:9])[CH2:8][CH2:7][NH:6][CH2:5][CH2:4]1.N1CCCC1.CC(O[C:22]([NH:24][C@@H:25]([C:29]([OH:31])=O)[CH:26]1[CH2:28][CH2:27]1)=[O:23])(C)C.C(N[C@@H](C(O)=O)C(C)(C)C)(OC(C)(C)C)=O.[CH2:48]([N:50]1[CH:54]=[C:53]([C:55]2[N:60]=[C:59]3[C:61](C(O)=O)=[CH:62][N:63](COCC[Si](C)(C)C)[C:58]3=[N:57][CH:56]=2)[CH:52]=[N:51]1)[CH3:49].C1(C2N=C3C(C(O)=O)=CN(COCC[Si](C)(C)C)C3=NC=2)CC1.